Dataset: Full USPTO retrosynthesis dataset with 1.9M reactions from patents (1976-2016). Task: Predict the reactants needed to synthesize the given product. Given the product [O:4]1[CH2:5][CH2:6][N:1]([C:14]2[N:19]=[C:18]([O:20][C:21]3[CH:50]=[CH:49][CH:48]=[CH:47][C:22]=3[CH2:23][NH:24][C:25](=[O:46])[NH:26][C:27]3[N:31]([C:32]4[CH:33]=[C:34]([CH:39]=[CH:40][CH:41]=4)[C:35]([O:37][CH3:38])=[O:36])[N:30]=[C:29]([C:42]([CH3:43])([CH3:44])[CH3:45])[CH:28]=3)[CH:17]=[CH:16][N:15]=2)[CH2:2][CH2:3]1, predict the reactants needed to synthesize it. The reactants are: [NH:1]1[CH2:6][CH2:5][O:4][CH2:3][CH2:2]1.C(=O)([O-])[O-].[Na+].[Na+].Cl[C:14]1[N:19]=[C:18]([O:20][C:21]2[CH:50]=[CH:49][CH:48]=[CH:47][C:22]=2[CH2:23][NH:24][C:25](=[O:46])[NH:26][C:27]2[N:31]([C:32]3[CH:33]=[C:34]([CH:39]=[CH:40][CH:41]=3)[C:35]([O:37][CH3:38])=[O:36])[N:30]=[C:29]([C:42]([CH3:45])([CH3:44])[CH3:43])[CH:28]=2)[CH:17]=[CH:16][N:15]=1.